From a dataset of Forward reaction prediction with 1.9M reactions from USPTO patents (1976-2016). Predict the product of the given reaction. Given the reactants [NH2:1][C:2]1[CH:3]=[CH:4][C:5]([CH:11]2[CH2:16][CH2:15][N:14]([C:17]3[N:22]=[C:21]([Cl:23])[N:20]=[C:19]([C:24](O)=[O:25])[CH:18]=3)[CH2:13][CH2:12]2)=[N:6][C:7]=1[C:8](=[O:10])[NH2:9].[NH2:27][C@H:28]([CH3:31])[CH2:29][OH:30].C(P1(=O)OP(CCC)(=O)OP(CCC)(=O)O1)CC, predict the reaction product. The product is: [NH2:1][C:2]1[CH:3]=[CH:4][C:5]([CH:11]2[CH2:16][CH2:15][N:14]([C:17]3[N:22]=[C:21]([Cl:23])[N:20]=[C:19]([C:24]([NH:27][C@H:28]([CH3:31])[CH2:29][OH:30])=[O:25])[CH:18]=3)[CH2:13][CH2:12]2)=[N:6][C:7]=1[C:8](=[O:10])[NH2:9].